Predict the product of the given reaction. From a dataset of Forward reaction prediction with 1.9M reactions from USPTO patents (1976-2016). (1) Given the reactants [Br:1][C:2]1[C:3]([NH:13][C:14]([N:16]2[CH:21]=[CH:20][C:19](=[O:22])[CH2:18][C@H:17]2[C:23]2[CH:28]=[CH:27][C:26]([F:29])=[CH:25][CH:24]=2)=[O:15])=[CH:4][C:5]([O:11][CH3:12])=[C:6]([CH:10]=1)[C:7](O)=[O:8].C[N:31](C)C=O.C(Cl)(=O)C(Cl)=O.N, predict the reaction product. The product is: [Br:1][C:2]1[C:3]([NH:13][C:14]([N:16]2[CH:21]=[CH:20][C:19](=[O:22])[CH2:18][C@H:17]2[C:23]2[CH:28]=[CH:27][C:26]([F:29])=[CH:25][CH:24]=2)=[O:15])=[CH:4][C:5]([O:11][CH3:12])=[C:6]([CH:10]=1)[C:7]([NH2:31])=[O:8]. (2) Given the reactants [C:1]1([C:7]2(C(O)=O)[CH2:9][CH2:8]2)[CH:6]=[CH:5][CH:4]=[CH:3][CH:2]=1.[N-:13]=[N+]=[N-].[Na+].S(=O)(=O)(O)O, predict the reaction product. The product is: [C:1]1([C:7]2([NH2:13])[CH2:9][CH2:8]2)[CH:6]=[CH:5][CH:4]=[CH:3][CH:2]=1.